From a dataset of Forward reaction prediction with 1.9M reactions from USPTO patents (1976-2016). Predict the product of the given reaction. (1) Given the reactants [CH:1](=[O:9])[C:2]1[C:3](=[CH:5][CH:6]=[CH:7][CH:8]=1)[OH:4].CN(C=O)C.Br[CH2:16][CH:17]1[CH2:21][CH2:20][CH2:19][O:18]1, predict the reaction product. The product is: [O:18]1[CH2:19][CH2:20][CH2:21][CH:17]1[CH2:16][O:4][C:3]1[CH:5]=[CH:6][CH:7]=[CH:8][C:2]=1[CH:1]=[O:9]. (2) Given the reactants [CH2:1]([O:3][C:4](=[O:17])[CH2:5][CH:6]([CH3:16])[C:7]([C:9]1[CH:14]=[CH:13][C:12]([OH:15])=[CH:11][CH:10]=1)=[O:8])[CH3:2].Br[CH2:19][CH2:20][CH2:21][Cl:22].C([O-])([O-])=O.[K+].[K+], predict the reaction product. The product is: [CH2:1]([O:3][C:4](=[O:17])[CH2:5][CH:6]([CH3:16])[C:7]([C:9]1[CH:10]=[CH:11][C:12]([O:15][CH2:19][CH2:20][CH2:21][Cl:22])=[CH:13][CH:14]=1)=[O:8])[CH3:2]. (3) Given the reactants [C:1]([O:5][C:6]([NH:8][CH2:9][CH:10]1[CH2:15][CH2:14][NH:13][CH2:12][CH2:11]1)=[O:7])([CH3:4])([CH3:3])[CH3:2].[CH2:16]([O:23][C:24]([NH:26][C:27](=[NH:30])SC)=[O:25])[C:17]1[CH:22]=[CH:21][CH:20]=[CH:19][CH:18]=1, predict the reaction product. The product is: [C:1]([O:5][C:6]([NH:8][CH2:9][CH:10]1[CH2:11][CH2:12][N:13]([C:27](=[NH:30])[NH:26][C:24]([O:23][CH2:16][C:17]2[CH:18]=[CH:19][CH:20]=[CH:21][CH:22]=2)=[O:25])[CH2:14][CH2:15]1)=[O:7])([CH3:4])([CH3:2])[CH3:3]. (4) Given the reactants [CH:1]1([C:4]2[CH:11]=[C:10]([C:12]([F:15])([F:14])[F:13])[CH:9]=[C:8]([C:16]([F:19])([F:18])[F:17])[C:5]=2[CH:6]=[O:7])[CH2:3][CH2:2]1.Cl([O-])=[O:21].[Na+].P([O-])(O)(O)=O.[Na+], predict the reaction product. The product is: [CH:1]1([C:4]2[CH:11]=[C:10]([C:12]([F:15])([F:14])[F:13])[CH:9]=[C:8]([C:16]([F:17])([F:18])[F:19])[C:5]=2[C:6]([OH:21])=[O:7])[CH2:3][CH2:2]1. (5) Given the reactants C[Al](C)C.[CH3:5][C@H:6]1[N:11]([CH3:12])[C@@H:10]([CH3:13])[CH2:9][N:8]([C:14]2[CH:24]=[CH:23][C:17]([C:18]([O:20]CC)=O)=[CH:16][CH:15]=2)[CH2:7]1.[CH3:25][O:26][C:27]1[CH:28]=[C:29]([CH2:35][CH2:36][C:37]2[CH:38]=[C:39]([NH2:42])[NH:40][N:41]=2)[CH:30]=[C:31]([O:33][CH3:34])[CH:32]=1, predict the reaction product. The product is: [CH3:34][O:33][C:31]1[CH:30]=[C:29]([CH2:35][CH2:36][C:37]2[CH:38]=[C:39]([NH:42][C:18](=[O:20])[C:17]3[CH:16]=[CH:15][C:14]([N:8]4[CH2:9][C@H:10]([CH3:13])[N:11]([CH3:12])[C@H:6]([CH3:5])[CH2:7]4)=[CH:24][CH:23]=3)[NH:40][N:41]=2)[CH:28]=[C:27]([O:26][CH3:25])[CH:32]=1.